This data is from Full USPTO retrosynthesis dataset with 1.9M reactions from patents (1976-2016). The task is: Predict the reactants needed to synthesize the given product. (1) Given the product [Cl:1][C:2]1[CH:3]=[N:4][C:5]2[C:10]([CH:11]=1)=[CH:9][C:8]([CH2:12][C:13]1[CH:14]=[C:15]([CH:20]=[CH:21][N:22]=1)[C:16]([OH:18])=[O:17])=[CH:7][C:6]=2[F:23], predict the reactants needed to synthesize it. The reactants are: [Cl:1][C:2]1[CH:3]=[N:4][C:5]2[C:10]([CH:11]=1)=[CH:9][C:8]([CH2:12][C:13]1[CH:14]=[C:15]([CH:20]=[CH:21][N:22]=1)[C:16]([O:18]C)=[O:17])=[CH:7][C:6]=2[F:23].O.[OH-].[Na+].Cl. (2) Given the product [N:1]1[CH:2]=[C:3]([CH:21]=[O:22])[N:4]2[CH:9]=[CH:8][CH:7]=[CH:6][C:5]=12, predict the reactants needed to synthesize it. The reactants are: [N:1]1[CH:2]=[CH:3][N:4]2[CH:9]=[CH:8][CH:7]=[CH:6][C:5]=12.P(Cl)(Cl)(Cl)=O.O.[OH-].[Na+].CN([CH:21]=[O:22])C. (3) Given the product [CH3:1][C:2]1[CH:3]=[CH:4][C:5]([C:8]2[N:12]([C:13]3[CH:18]=[CH:17][C:16]([NH2:19])=[CH:15][CH:14]=3)[N:11]=[C:10]([C:22]([F:25])([F:23])[F:24])[CH:9]=2)=[CH:6][CH:7]=1, predict the reactants needed to synthesize it. The reactants are: [CH3:1][C:2]1[CH:7]=[CH:6][C:5]([C:8]2[N:12]([C:13]3[CH:18]=[CH:17][C:16]([N+:19]([O-])=O)=[CH:15][CH:14]=3)[N:11]=[C:10]([C:22]([F:25])([F:24])[F:23])[CH:9]=2)=[CH:4][CH:3]=1. (4) Given the product [O:1]1[C:6]2[CH:7]=[CH:8][CH:9]=[CH:10][C:5]=2[N:4]([C:11]([N:13]2[CH2:17][CH2:16][CH:15]([C:18]3[CH:23]=[CH:22][C:21]([F:24])=[CH:20][C:19]=3[C:25]([F:26])([F:28])[F:27])[CH2:14]2)=[O:12])[CH2:3][CH2:2]1, predict the reactants needed to synthesize it. The reactants are: [O:1]1[C:6]2[CH:7]=[CH:8][CH:9]=[CH:10][C:5]=2[N:4]([C:11]([N:13]2[CH2:17][CH:16]=[C:15]([C:18]3[CH:23]=[CH:22][C:21]([F:24])=[CH:20][C:19]=3[C:25]([F:28])([F:27])[F:26])[CH2:14]2)=[O:12])[CH2:3][CH2:2]1.